Dataset: Catalyst prediction with 721,799 reactions and 888 catalyst types from USPTO. Task: Predict which catalyst facilitates the given reaction. (1) Reactant: [Cl:1][C:2]1[O:6][C:5]([CH2:7][C:8]2[CH:13]=[CH:12][C:11]([CH2:14][C:15](Cl)=[N:16][OH:17])=[CH:10][CH:9]=2)=[CH:4][CH:3]=1.O1CCCC1.[C:24]([C:26]1[C:27]([NH2:35])=[N:28][C:29]([CH2:32][O:33][CH3:34])=[CH:30][CH:31]=1)#[CH:25].C(N(CC)CC)C. Product: [Cl:1][C:2]1[O:6][C:5]([CH2:7][C:8]2[CH:13]=[CH:12][C:11]([CH2:14][C:15]3[CH:25]=[C:24]([C:26]4[C:27]([NH2:35])=[N:28][C:29]([CH2:32][O:33][CH3:34])=[CH:30][CH:31]=4)[O:17][N:16]=3)=[CH:10][CH:9]=2)=[CH:4][CH:3]=1. The catalyst class is: 6. (2) Product: [CH:1]1([CH2:6][N:7]([CH2:8][CH3:9])[C:11]2[C:16]([CH:17]=[O:18])=[CH:15][CH:14]=[CH:13][N:12]=2)[CH2:5][CH2:4][CH2:3][CH2:2]1. The catalyst class is: 11. Reactant: [CH:1]1([CH2:6][NH:7][CH2:8][CH3:9])[CH2:5][CH2:4][CH2:3][CH2:2]1.Cl[C:11]1[C:16]([CH:17]=[O:18])=[CH:15][CH:14]=[CH:13][N:12]=1.C([O-])([O-])=O.[K+].[K+]. (3) Reactant: [CH2:1]([O:4][C:5]1([CH3:34])[CH2:10][CH2:9][N:8]([C:11]2[N:16]3[N:17]=[C:18]([CH2:20][OH:21])[CH:19]=[C:15]3[N:14]=[C:13]([CH3:22])[C:12]=2[C@H:23]([O:29][C:30]([CH3:33])([CH3:32])[CH3:31])[C:24]([O:26][CH2:27][CH3:28])=[O:25])[CH2:7][CH2:6]1)[CH:2]=[CH2:3].[Br:35][C:36]1[CH:41]=[C:40]([C:42]([F:45])([F:44])[F:43])[CH:39]=[CH:38][C:37]=1[CH2:46]Br.[H-].[Na+]. Product: [CH2:1]([O:4][C:5]1([CH3:34])[CH2:10][CH2:9][N:8]([C:11]2[N:16]3[N:17]=[C:18]([CH2:20][O:21][CH2:46][C:37]4[CH:38]=[CH:39][C:40]([C:42]([F:43])([F:45])[F:44])=[CH:41][C:36]=4[Br:35])[CH:19]=[C:15]3[N:14]=[C:13]([CH3:22])[C:12]=2[C@H:23]([O:29][C:30]([CH3:33])([CH3:32])[CH3:31])[C:24]([O:26][CH2:27][CH3:28])=[O:25])[CH2:7][CH2:6]1)[CH:2]=[CH2:3]. The catalyst class is: 3. (4) Reactant: [Cl:1][C:2]1[S:6][C:5]([C:7](=O)[CH3:8])=[CH:4][CH:3]=1.Cl.[NH2:11][OH:12].C([O-])(=O)C.[Na+]. Product: [Cl:1][C:2]1[S:6][C:5](/[C:7](=[N:11]/[OH:12])/[CH3:8])=[CH:4][CH:3]=1. The catalyst class is: 40. (5) Reactant: S(Cl)(Cl)=O.[C:5]([O:9][C:10]([N:12]1[CH2:17][CH2:16][CH:15]([C:18]([OH:20])=O)[CH2:14][CH2:13]1)=[O:11])([CH3:8])([CH3:7])[CH3:6].N1C=CC=CC=1.Cl.[CH2:28]([O:35][C:36]([N:38]1[CH2:43][CH2:42][CH2:41][C@@H:40]([NH:44][CH2:45][C:46]([C:48]2[CH:53]=[CH:52][C:51]([F:54])=[C:50]([C:55]([F:58])([F:57])[F:56])[CH:49]=2)=[O:47])[CH2:39]1)=[O:37])[C:29]1[CH:34]=[CH:33][CH:32]=[CH:31][CH:30]=1. Product: [C:5]([O:9][C:10]([N:12]1[CH2:13][CH2:14][CH:15]([C:18](=[O:20])[N:44]([C@@H:40]2[CH2:41][CH2:42][CH2:43][N:38]([C:36]([O:35][CH2:28][C:29]3[CH:34]=[CH:33][CH:32]=[CH:31][CH:30]=3)=[O:37])[CH2:39]2)[CH2:45][C:46]([C:48]2[CH:53]=[CH:52][C:51]([F:54])=[C:50]([C:55]([F:56])([F:57])[F:58])[CH:49]=2)=[O:47])[CH2:16][CH2:17]1)=[O:11])([CH3:6])([CH3:7])[CH3:8]. The catalyst class is: 2. (6) Reactant: [F:1][C:2]([F:22])([CH2:8][C:9]1[CH:14]=[CH:13][C:12]([N+:15]([O-])=O)=[CH:11][C:10]=1[C:18]([F:21])([F:20])[F:19])[C:3]([O:5][CH2:6][CH3:7])=[O:4].CC(=O)OCC. Product: [NH2:15][C:12]1[CH:13]=[CH:14][C:9]([CH2:8][C:2]([F:1])([F:22])[C:3]([O:5][CH2:6][CH3:7])=[O:4])=[C:10]([C:18]([F:19])([F:20])[F:21])[CH:11]=1. The catalyst class is: 19. (7) Reactant: [CH2:1]([O:8][C:9]1[C:14]([CH3:15])=[CH:13][C:12]([CH2:16][C:17](=[O:21])[C:18]([OH:20])=[O:19])=[CH:11][C:10]=1[CH2:22][CH3:23])[C:2]1[CH:7]=[CH:6][CH:5]=[CH:4][CH:3]=1.C(N(CC)CC)C.[OH-].[Na+].CC(OC)(C)C. Product: [CH2:1]([O:8][C:9]1[C:14]([CH3:15])=[CH:13][C:12]([CH2:16][C@@H:17]([OH:21])[C:18]([OH:20])=[O:19])=[CH:11][C:10]=1[CH2:22][CH3:23])[C:2]1[CH:7]=[CH:6][CH:5]=[CH:4][CH:3]=1. The catalyst class is: 1. (8) Reactant: [F:1][C:2]([F:13])([F:12])[C:3]1[CH:11]=[CH:10][CH:9]=[CH:8][C:4]=1[C:5]([NH2:7])=[O:6].C(Cl)(=O)[C:15](Cl)=[O:16]. Product: [F:1][C:2]([F:12])([F:13])[C:3]1[CH:11]=[CH:10][CH:9]=[CH:8][C:4]=1[C:5]([N:7]=[C:15]=[O:16])=[O:6]. The catalyst class is: 26. (9) Reactant: C([O:8][N:9]1[C:15](=[O:16])[N:14]2[CH2:17][C@H:10]1[CH2:11][CH2:12][C@H:13]2[C:18]([NH:20][NH:21][C:22](=[O:26])[CH2:23][O:24][CH3:25])=[O:19])C1C=CC=CC=1. Product: [OH:8][N:9]1[C:15](=[O:16])[N:14]2[CH2:17][C@H:10]1[CH2:11][CH2:12][C@H:13]2[C:18]([NH:20][NH:21][C:22](=[O:26])[CH2:23][O:24][CH3:25])=[O:19]. The catalyst class is: 19.